The task is: Predict the reactants needed to synthesize the given product.. This data is from Full USPTO retrosynthesis dataset with 1.9M reactions from patents (1976-2016). (1) The reactants are: [C:1]([O:5][C:6]([N:8]([CH2:10][C:11]1[CH:12]=[CH:13][C:14]([N+:20]([O-])=O)=[C:15]([CH:19]=1)[C:16]([OH:18])=[O:17])[CH3:9])=[O:7])([CH3:4])([CH3:3])[CH3:2].[H][H]. Given the product [NH2:20][C:14]1[CH:13]=[CH:12][C:11]([CH2:10][N:8]([C:6]([O:5][C:1]([CH3:4])([CH3:3])[CH3:2])=[O:7])[CH3:9])=[CH:19][C:15]=1[C:16]([OH:18])=[O:17], predict the reactants needed to synthesize it. (2) Given the product [CH3:44][C:35]1([CH3:34])[O:36][C@H:37]([CH2:42][OH:43])[C@H:38]([CH:40]=[C:4]([CH3:6])[CH3:5])[O:39]1, predict the reactants needed to synthesize it. The reactants are: N#N.[I-].[CH:4]([P+](C1C=CC=CC=1)(C1C=CC=CC=1)C1C=CC=CC=1)([CH3:6])[CH3:5].[Li]CCCC.C(=O)=O.[CH3:34][C:35]1([CH3:44])[O:39][C@@H:38]2[CH2:40]O[CH:42]([OH:43])[C@@H:37]2[O:36]1. (3) Given the product [CH2:16]([O:18][C:19]([C:21]1[C:25]([CH2:26][CH2:27][CH2:28][N:29]2[CH2:34][CH2:33][N:32]([CH3:35])[CH2:31][CH2:30]2)=[C:24]([CH:36]=[C:8]2[C:7]3[C:11](=[CH:12][CH:13]=[CH:14][C:6]=3[C:2]3[S:1][CH:5]=[CH:4][N:3]=3)[NH:10][C:9]2=[O:15])[NH:23][C:22]=1[CH3:38])=[O:20])[CH3:17], predict the reactants needed to synthesize it. The reactants are: [S:1]1[CH:5]=[CH:4][N:3]=[C:2]1[C:6]1[CH:14]=[CH:13][CH:12]=[C:11]2[C:7]=1[CH2:8][C:9](=[O:15])[NH:10]2.[CH2:16]([O:18][C:19]([C:21]1[C:25]([CH2:26][CH2:27][CH2:28][N:29]2[CH2:34][CH2:33][N:32]([CH3:35])[CH2:31][CH2:30]2)=[C:24]([CH:36]=O)[NH:23][C:22]=1[CH3:38])=[O:20])[CH3:17]. (4) Given the product [F:33][C:2]1([F:1])[O:6][C:5]2[CH:7]=[CH:8][C:9]([C:11]3([C:14]([NH:16][C:17]4[N:22]=[C:21]([C:23]5[C:24]([OH:30])=[N:25][CH:26]=[C:27]([CH3:29])[CH:28]=5)[CH:20]=[C:19]([CH3:32])[CH:18]=4)=[O:15])[CH2:13][CH2:12]3)=[CH:10][C:4]=2[O:3]1, predict the reactants needed to synthesize it. The reactants are: [F:1][C:2]1([F:33])[O:6][C:5]2[CH:7]=[CH:8][C:9]([C:11]3([C:14]([NH:16][C:17]4[N:22]=[C:21]([C:23]5[C:24]([O:30]C)=[N:25][CH:26]=[C:27]([CH3:29])[CH:28]=5)[CH:20]=[C:19]([CH3:32])[CH:18]=4)=[O:15])[CH2:13][CH2:12]3)=[CH:10][C:4]=2[O:3]1.[Si](I)(C)(C)C.CO. (5) Given the product [C:1]([OH:13])(=[O:12])[CH2:2][C:3]([CH2:8][C:9]([OH:11])=[O:10])([C:5]([OH:7])=[O:6])[OH:4].[CH2:14]([C:21]1([OH:44])[CH2:22][CH2:23][N:24]([CH2:27][CH2:28][NH:29][C:30]([NH:32][C:33]2[C:42]3[C:37](=[CH:38][CH:39]=[CH:40][CH:41]=3)[N:36]=[C:35]([CH3:43])[CH:34]=2)=[O:31])[CH2:25][CH2:26]1)[C:15]1[CH:20]=[CH:19][CH:18]=[CH:17][CH:16]=1, predict the reactants needed to synthesize it. The reactants are: [C:1]([OH:13])(=[O:12])[CH2:2][C:3]([CH2:8][C:9]([OH:11])=[O:10])([C:5]([OH:7])=[O:6])[OH:4].[CH2:14]([C:21]1([OH:44])[CH2:26][CH2:25][N:24]([CH2:27][CH2:28][NH:29][C:30]([NH:32][C:33]2[C:42]3[C:37](=[CH:38][CH:39]=[CH:40][CH:41]=3)[N:36]=[C:35]([CH3:43])[CH:34]=2)=[O:31])[CH2:23][CH2:22]1)[C:15]1[CH:20]=[CH:19][CH:18]=[CH:17][CH:16]=1. (6) Given the product [C:21]1([C:8]2([CH2:7][O:6][CH2:5][C:4]3[CH:27]=[C:28]([C:30]([F:33])([F:31])[F:32])[CH:29]=[C:2]([NH:1][C:43](=[O:44])[C:42]([F:53])([F:52])[F:41])[CH:3]=3)[CH2:13][CH2:12][N:11]([C:14]([O:16][C:17]([CH3:20])([CH3:18])[CH3:19])=[O:15])[CH2:10][CH2:9]2)[CH:22]=[CH:23][CH:24]=[CH:25][CH:26]=1, predict the reactants needed to synthesize it. The reactants are: [NH2:1][C:2]1[CH:3]=[C:4]([CH:27]=[C:28]([C:30]([F:33])([F:32])[F:31])[CH:29]=1)[CH2:5][O:6][CH2:7][C:8]1([C:21]2[CH:26]=[CH:25][CH:24]=[CH:23][CH:22]=2)[CH2:13][CH2:12][N:11]([C:14]([O:16][C:17]([CH3:20])([CH3:19])[CH3:18])=[O:15])[CH2:10][CH2:9]1.C(N(CC)CC)C.[F:41][C:42]([F:53])([F:52])[C:43](O[C:43](=[O:44])[C:42]([F:53])([F:52])[F:41])=[O:44]. (7) Given the product [Na+:39].[C:1]1([C:7]2[CH:12]=[CH:11][C:10]([C:13]3[O:17][N:16]=[C:15]([C:18]4[CH:23]=[CH:22][C:21]([CH2:24][N:25]5[CH:29]=[CH:28][C:27]([C:30]([O-:32])=[O:31])=[N:26]5)=[CH:20][CH:19]=4)[N:14]=3)=[CH:9][C:8]=2[C:34]([F:36])([F:37])[F:35])[CH2:6][CH2:5][CH2:4][CH2:3][CH:2]=1, predict the reactants needed to synthesize it. The reactants are: [C:1]1([C:7]2[CH:12]=[CH:11][C:10]([C:13]3[O:17][N:16]=[C:15]([C:18]4[CH:23]=[CH:22][C:21]([CH2:24][N:25]5[CH:29]=[CH:28][C:27]([C:30]([O:32]C)=[O:31])=[N:26]5)=[CH:20][CH:19]=4)[N:14]=3)=[CH:9][C:8]=2[C:34]([F:37])([F:36])[F:35])[CH2:6][CH2:5][CH2:4][CH2:3][CH:2]=1.[OH-].[Na+:39]. (8) Given the product [CH3:1][O:2][C:3]([C:4]1[CH:9]=[CH:8][C:7]2[N:6]([CH:12]=[N:11][CH:10]=2)[C:5]=1[NH:14][C:15]1[CH:20]=[CH:19][C:18]([Br:21])=[CH:17][C:16]=1[F:22])=[O:23], predict the reactants needed to synthesize it. The reactants are: [CH3:1][O:2][C:3](=[O:23])[C:4]1[CH:9]=[CH:8][C:7]([CH2:10][NH:11][CH:12]=O)=[N:6][C:5]=1[NH:14][C:15]1[CH:20]=[CH:19][C:18]([Br:21])=[CH:17][C:16]=1[F:22].O(Cl)Cl.[P+5]. (9) Given the product [C:22]([O:26][C:27](=[O:48])[NH:28][C:29]1([C:33]2[CH:38]=[CH:37][C:36]([C:2]3[C:3](=[O:21])[C:4]4[C:9]([O:10][C:11]=3[C:12]3[CH:17]=[CH:16][CH:15]=[CH:14][CH:13]=3)=[C:8]3[NH:18][N:19]=[CH:20][C:7]3=[CH:6][CH:5]=4)=[CH:35][CH:34]=2)[CH2:30][CH2:31][CH2:32]1)([CH3:24])([CH3:25])[CH3:23], predict the reactants needed to synthesize it. The reactants are: I[C:2]1[C:3](=[O:21])[C:4]2[C:9]([O:10][C:11]=1[C:12]1[CH:17]=[CH:16][CH:15]=[CH:14][CH:13]=1)=[C:8]1[NH:18][N:19]=[CH:20][C:7]1=[CH:6][CH:5]=2.[C:22]([O:26][C:27](=[O:48])[NH:28][C:29]1([C:33]2[CH:38]=[CH:37][C:36](B3OC(C)(C)C(C)(C)O3)=[CH:35][CH:34]=2)[CH2:32][CH2:31][CH2:30]1)([CH3:25])([CH3:24])[CH3:23].C(=O)([O-])[O-].[Na+].[Na+]. (10) Given the product [N:38]([C:5]1[S:9][C:8]([C:10]2[CH:11]=[C:12]3[C:16](=[CH:17][CH:18]=2)[N:15]([C:19]([O:21][C:22]([CH3:23])([CH3:24])[CH3:25])=[O:20])[CH:14]=[C:13]3[C:26]2[CH:31]=[CH:30][CH:29]=[C:28]([N:32]3[CH2:33][CH2:34][O:35][CH2:36][CH2:37]3)[N:27]=2)=[N:7][N:6]=1)=[N+:39]=[N-:40], predict the reactants needed to synthesize it. The reactants are: CS([C:5]1[S:9][C:8]([C:10]2[CH:11]=[C:12]3[C:16](=[CH:17][CH:18]=2)[N:15]([C:19]([O:21][C:22]([CH3:25])([CH3:24])[CH3:23])=[O:20])[CH:14]=[C:13]3[C:26]2[CH:31]=[CH:30][CH:29]=[C:28]([N:32]3[CH2:37][CH2:36][O:35][CH2:34][CH2:33]3)[N:27]=2)=[N:7][N:6]=1)(=O)=O.[N-:38]=[N+:39]=[N-:40].[Na+].